This data is from Full USPTO retrosynthesis dataset with 1.9M reactions from patents (1976-2016). The task is: Predict the reactants needed to synthesize the given product. (1) The reactants are: [Cl:1][C:2]1[CH:3]=[C:4]([CH:25]=[CH:26][C:27]=1[Cl:28])[CH2:5][N:6]([CH3:24])[C:7]([C:9]1[CH2:10][N:11]([CH2:16][CH2:17][N:18]2[CH2:23][CH2:22][S:21][CH2:20][CH2:19]2)[C:12](=[O:15])[C:13]=1[OH:14])=[O:8].[OH:29]O. Given the product [Cl:1][C:2]1[CH:3]=[C:4]([CH:25]=[CH:26][C:27]=1[Cl:28])[CH2:5][N:6]([CH3:24])[C:7]([C:9]1[CH2:10][N:11]([CH2:16][CH2:17][N:18]2[CH2:23][CH2:22][S:21](=[O:29])[CH2:20][CH2:19]2)[C:12](=[O:15])[C:13]=1[OH:14])=[O:8], predict the reactants needed to synthesize it. (2) Given the product [CH3:25][C:17]1[CH:16]=[C:15]([B:5]2[O:6][C:7]([CH3:12])([CH3:13])[C:8]([CH3:10])([CH3:11])[O:9]2)[C:24]2[C:19](=[CH:20][CH:21]=[CH:22][CH:23]=2)[N:18]=1, predict the reactants needed to synthesize it. The reactants are: C(O[B:5]1[O:9][C:8]([CH3:11])([CH3:10])[C:7]([CH3:13])([CH3:12])[O:6]1)(C)C.Br[C:15]1[C:24]2[C:19](=[CH:20][CH:21]=[CH:22][CH:23]=2)[N:18]=[C:17]([CH3:25])[CH:16]=1.[Li]CCCC.